From a dataset of Full USPTO retrosynthesis dataset with 1.9M reactions from patents (1976-2016). Predict the reactants needed to synthesize the given product. (1) Given the product [CH2:17]([N:16]1[C:13]2[CH:12]=[C:11]([C:24]([F:27])([F:26])[F:25])[N:10]=[C:9]([NH:8][CH2:1][C:2]3[CH:7]=[CH:6][CH:5]=[CH:4][CH:3]=3)[C:14]=2[NH:15][C:37]1=[O:38])[C:18]1[CH:19]=[CH:20][CH:21]=[CH:22][CH:23]=1, predict the reactants needed to synthesize it. The reactants are: [CH2:1]([NH:8][C:9]1[C:14]([NH2:15])=[C:13]([NH:16][CH2:17][C:18]2[CH:23]=[CH:22][CH:21]=[CH:20][CH:19]=2)[CH:12]=[C:11]([C:24]([F:27])([F:26])[F:25])[N:10]=1)[C:2]1[CH:7]=[CH:6][CH:5]=[CH:4][CH:3]=1.O.CCCCCCC.C[CH2:37][O:38]C(C)=O. (2) Given the product [F:11][C:2]([F:1])([F:10])[C:3]1[CH:4]=[CH:5][C:6]([S:9][S:9][C:6]2[CH:7]=[CH:8][C:3]([C:2]([F:11])([F:10])[F:1])=[CH:4][CH:5]=2)=[CH:7][CH:8]=1, predict the reactants needed to synthesize it. The reactants are: [F:1][C:2]([F:11])([F:10])[C:3]1[CH:8]=[CH:7][C:6]([SH:9])=[CH:5][CH:4]=1.BrBr. (3) The reactants are: C(OC([N:8]1[C:12]2=[N:13][CH:14]=[C:15]([C:17]3[S:18][CH:19]=[CH:20][CH:21]=3)[CH:16]=[C:11]2[C:10]([C:22](=[O:31])[C:23]2[CH:28]=[CH:27][C:26]([O:29]C)=[CH:25][CH:24]=2)=[CH:9]1)=O)(C)(C)C.C(Cl)Cl.B(Br)(Br)Br. Given the product [OH:29][C:26]1[CH:25]=[CH:24][C:23]([C:22]([C:10]2[C:11]3[C:12](=[N:13][CH:14]=[C:15]([C:17]4[S:18][CH:19]=[CH:20][CH:21]=4)[CH:16]=3)[NH:8][CH:9]=2)=[O:31])=[CH:28][CH:27]=1, predict the reactants needed to synthesize it. (4) The reactants are: Br[C:2]1[N:7]=[CH:6][C:5]([N:8]2[CH2:13][CH2:12][O:11][CH2:10][CH2:9]2)=[CH:4][CH:3]=1.C1(P(C2C=CC=CC=2)C2C=CC3C(=CC=CC=3)C=2C2C3C(=CC=CC=3)C=CC=2P(C2C=CC=CC=2)C2C=CC=CC=2)C=CC=CC=1.[CH2:60]([C@@H:62]1[CH2:71][C@H:70]([NH2:72])[C:69]2[C:64](=[CH:65][CH:66]=[C:67]([C:73]([F:76])([F:75])[F:74])[CH:68]=2)[NH:63]1)[CH3:61].CC(C)([O-])C.[Na+]. Given the product [N:8]1([C:5]2[CH:4]=[CH:3][C:2]([NH:72][C@@H:70]3[C:69]4[C:64](=[CH:65][CH:66]=[C:67]([C:73]([F:76])([F:74])[F:75])[CH:68]=4)[NH:63][C@H:62]([CH2:60][CH3:61])[CH2:71]3)=[N:7][CH:6]=2)[CH2:13][CH2:12][O:11][CH2:10][CH2:9]1, predict the reactants needed to synthesize it. (5) Given the product [O:1]1[C:5]2([CH2:10][CH2:9][CH:8]([O:11][CH2:14][C:15]([CH3:17])([OH:18])[CH3:16])[CH2:7][CH2:6]2)[O:4][CH2:3][CH2:2]1, predict the reactants needed to synthesize it. The reactants are: [O:1]1[C:5]2([CH2:10][CH2:9][CH:8]([OH:11])[CH2:7][CH2:6]2)[O:4][CH2:3][CH2:2]1.[H-].[Na+].[CH3:14][C:15]1([O:18][CH2:17]1)[CH3:16]. (6) Given the product [CH:7]([C:4]1[S:3][C:2]([NH:1][C:41](=[O:58])[C@H:42]([C:44]2[CH:45]=[CH:46][C:47]([NH:50][C:51](=[O:57])[O:52][C:53]([CH3:55])([CH3:54])[CH3:56])=[CH:48][CH:49]=2)[CH3:43])=[N:6][CH:5]=1)([CH3:9])[CH3:8], predict the reactants needed to synthesize it. The reactants are: [NH2:1][C:2]1[S:3][C:4]([CH:7]([CH3:9])[CH3:8])=[CH:5][N:6]=1.CCN(CC1C=CC=CC=1)CC.C=CC1C=CC=CC=1.C=CC1C=CC(C=C)=CC=1.Cl[C:41](=[O:58])[C@H:42]([C:44]1[CH:49]=[CH:48][C:47]([NH:50][C:51](=[O:57])[O:52][C:53]([CH3:56])([CH3:55])[CH3:54])=[CH:46][CH:45]=1)[CH3:43]. (7) Given the product [C:1]([O:5][C:6](=[O:20])[NH:7][C@@H:8]1[CH2:9][CH2:10][C:11]2[CH:19]=[C:18]([Br:25])[CH:17]=[CH:16][C:12]=2[NH:13][C:14]1=[O:15])([CH3:4])([CH3:2])[CH3:3], predict the reactants needed to synthesize it. The reactants are: [C:1]([O:5][C:6](=[O:20])[NH:7][C@H:8]1[C:14](=[O:15])[NH:13][C:12]2[CH:16]=[CH:17][CH:18]=[CH:19][C:11]=2[CH2:10][CH2:9]1)([CH3:4])([CH3:3])[CH3:2].C(O)(=O)C.[Br:25]Br. (8) Given the product [NH:21]1[C:29]2[C:24](=[CH:25][CH:26]=[CH:27][CH:28]=2)[C:23](/[CH:30]=[C:14]2\[O:15][C:16]3[C:8]([CH2:7][C:6]4[C:2]([CH3:1])=[N:3][NH:4][C:5]=4[CH3:20])=[C:9]([O:18][CH3:19])[CH:10]=[CH:11][C:12]=3[C:13]\2=[O:17])=[N:22]1, predict the reactants needed to synthesize it. The reactants are: [CH3:1][C:2]1[C:6]([CH2:7][C:8]2[C:16]3[O:15][CH2:14][C:13](=[O:17])[C:12]=3[CH:11]=[CH:10][C:9]=2[O:18][CH3:19])=[C:5]([CH3:20])[NH:4][N:3]=1.[NH:21]1[C:29]2[C:24](=[CH:25][CH:26]=[CH:27][CH:28]=2)[C:23]([CH:30]=O)=[N:22]1.N1CCCCC1. (9) Given the product [C:2]([C:6]1[S:15][C:14]2[NH:13][C:12]3[CH:16]=[CH:17][CH:18]=[CH:19][C:11]=3[N:10]=[C:9]([N:20]3[CH2:26][CH2:27][N:22]([CH3:21])[CH2:23][CH2:24]3)[C:8]=2[CH:7]=1)([CH3:5])([CH3:3])[CH3:4], predict the reactants needed to synthesize it. The reactants are: Cl.[C:2]([C:6]1[S:15][C:14]2[NH:13][C:12]3[CH:16]=[CH:17][CH:18]=[CH:19][C:11]=3[N:10]=[C:9]([NH2:20])[C:8]=2[CH:7]=1)([CH3:5])([CH3:4])[CH3:3].[CH3:21][N:22]1[CH2:27][CH2:26]N[CH2:24][CH2:23]1.